From a dataset of Peptide-MHC class I binding affinity with 185,985 pairs from IEDB/IMGT. Regression. Given a peptide amino acid sequence and an MHC pseudo amino acid sequence, predict their binding affinity value. This is MHC class I binding data. (1) The peptide sequence is EIIFYHPTF. The MHC is HLA-B15:01 with pseudo-sequence HLA-B15:01. The binding affinity (normalized) is 0.0847. (2) The peptide sequence is MPAYIRNTL. The MHC is HLA-A11:01 with pseudo-sequence HLA-A11:01. The binding affinity (normalized) is 0.0847. (3) The peptide sequence is SQYDPKELL. The MHC is HLA-B46:01 with pseudo-sequence HLA-B46:01. The binding affinity (normalized) is 0.0847. (4) The peptide sequence is RYQVVECKEV. The MHC is HLA-A01:01 with pseudo-sequence HLA-A01:01. The binding affinity (normalized) is 0.